This data is from Full USPTO retrosynthesis dataset with 1.9M reactions from patents (1976-2016). The task is: Predict the reactants needed to synthesize the given product. (1) The reactants are: [OH:1][C@H:2]1[CH2:10][C:9]2[C:4](=[CH:5][CH:6]=[CH:7][CH:8]=2)[C@@H:3]1[N:11]1[CH2:16][CH2:15][CH2:14][C@@H:13]([NH:17]C(=O)OC(C)(C)C)[CH2:12]1.[N:25]1[N:26]([C:34]2[CH:39]=[C:38]([CH3:40])[CH:37]=[CH:36][C:35]=2O)[N:27]=[C:28]2[CH:33]=[CH:32][CH:31]=[CH:30][C:29]=12.C1(P(C2C=CC=CC=2)C2C=CC=CC=2)C=CC=CC=1.CC(OC(/N=N/C(OC(C)C)=O)=O)C. Given the product [N:25]1[N:26]([C:34]2[CH:39]=[C:38]([CH3:40])[CH:37]=[CH:36][C:35]=2[O:1][C@@H:2]2[C:10]3[C:9](=[CH:8][CH:7]=[CH:6][CH:5]=3)[CH2:4][C@H:3]2[N:11]2[CH2:16][CH2:15][CH2:14][C@@H:13]([NH2:17])[CH2:12]2)[N:27]=[C:28]2[CH:33]=[CH:32][CH:31]=[CH:30][C:29]=12, predict the reactants needed to synthesize it. (2) Given the product [CH:1]([C:4]1[CH:5]=[C:6]2[C:10](=[CH:11][CH:12]=1)[NH:9][C:8]([C:13]1[C:14](=[O:25])[NH:15][N:16]=[C:17]([C:19]3[CH:20]=[CH:21][N:22]=[CH:23][CH:24]=3)[CH:18]=1)=[CH:7]2)([CH3:3])[CH3:2], predict the reactants needed to synthesize it. The reactants are: [CH:1]([C:4]1[CH:5]=[C:6]2[C:10](=[CH:11][CH:12]=1)[NH:9][C:8]([C:13]1[CH:18]=[C:17]([C:19]3[CH:24]=[CH:23][N:22]=[CH:21][CH:20]=3)[N:16]=[N:15][C:14]=1[O:25]C)=[CH:7]2)([CH3:3])[CH3:2].[OH-].[Na+]. (3) Given the product [OH:6][C:7]1[CH:8]=[CH:9][C:10](/[CH:13]=[CH:14]/[C:15]([O:17][C:18]2[CH:19]=[CH:20][C:21]([O:24][CH2:25][CH2:26][CH2:27][CH2:28][CH3:29])=[CH:22][CH:23]=2)=[O:16])=[CH:11][CH:12]=1, predict the reactants needed to synthesize it. The reactants are: C(OC([O:6][C:7]1[CH:12]=[CH:11][C:10](/[CH:13]=[CH:14]/[C:15]([O:17][C:18]2[CH:23]=[CH:22][C:21]([O:24][CH2:25][CH2:26][CH2:27][CH2:28][CH3:29])=[CH:20][CH:19]=2)=[O:16])=[CH:9][CH:8]=1)=O)C.N1C=CC=CC=1.[OH-].[NH4+].Cl. (4) Given the product [CH2:1]([C:6]1[S:10][C:9]([NH:11][C:19](=[O:20])[CH2:18][C:12]2[CH:17]=[CH:16][CH:15]=[CH:14][CH:13]=2)=[N:8][N:7]=1)[CH2:2][CH2:3][C:4]#[CH:5], predict the reactants needed to synthesize it. The reactants are: [CH2:1]([C:6]1[S:10][C:9]([NH2:11])=[N:8][N:7]=1)[CH2:2][CH2:3][C:4]#[CH:5].[C:12]1([CH2:18][C:19](Cl)=[O:20])[CH:17]=[CH:16][CH:15]=[CH:14][CH:13]=1. (5) Given the product [Br:39][C:29]1[N:28]=[C:27]([C:32]2[CH:37]=[CH:36][C:35]([CH3:38])=[CH:34][CH:33]=2)[C:26]([N:23]2[CH2:24][CH2:25][N:20]([C:17]3[CH:16]=[CH:15][C:14]([O:13][CH3:12])=[CH:19][CH:18]=3)[CH2:21][CH2:22]2)=[CH:31][CH:30]=1, predict the reactants needed to synthesize it. The reactants are: CN(C)CCO.C([Li])CCC.[CH3:12][O:13][C:14]1[CH:19]=[CH:18][C:17]([N:20]2[CH2:25][CH2:24][N:23]([C:26]3[C:27]([C:32]4[CH:37]=[CH:36][C:35]([CH3:38])=[CH:34][CH:33]=4)=[N:28][CH:29]=[CH:30][CH:31]=3)[CH2:22][CH2:21]2)=[CH:16][CH:15]=1.[Br:39]C(Br)(Br)Br. (6) Given the product [Cl:1][C:2]1[CH:7]=[CH:6][C:5]([CH:8]2[C:9]3[C:10](=[N:11][N:12]([CH3:15])[C:13]=3[CH3:14])[C:16](=[O:18])[N:19]2[C:20]2[CH:21]=[CH:22][C:23]3[O:27][N:26]=[C:25]([CH3:28])[C:24]=3[CH:29]=2)=[CH:4][CH:3]=1, predict the reactants needed to synthesize it. The reactants are: [Cl:1][C:2]1[CH:7]=[CH:6][C:5]([CH:8]([NH:19][C:20]2[CH:21]=[CH:22][C:23]3[O:27][N:26]=[C:25]([CH3:28])[C:24]=3[CH:29]=2)[C:9]2[C:10]([C:16]([OH:18])=O)=[N:11][N:12]([CH3:15])[C:13]=2[CH3:14])=[CH:4][CH:3]=1.